Dataset: Full USPTO retrosynthesis dataset with 1.9M reactions from patents (1976-2016). Task: Predict the reactants needed to synthesize the given product. (1) The reactants are: Br[C:2]1[CH:11]=[C:10]2[C:5]([CH:6]=[CH:7][N:8]=[CH:9]2)=[CH:4][CH:3]=1.[C:12]([O-])(O)=O.[Na+].C(OC([NH:24][CH2:25][CH2:26][NH2:27])=O)(C)(C)C.N1[CH:33]=[CH:32][CH:31]=[CH:30][CH:29]=1.[SH:34]([O:37]Cl)(=O)=[O:35]. Given the product [NH2:27][CH2:26][CH2:25][NH:24][S:34]([C:4]1[C:5]2[CH:6]=[CH:7][N:8]=[CH:9][C:10]=2[CH:11]=[C:2]([C:29]2[CH:12]=[CH:33][CH:32]=[CH:31][CH:30]=2)[CH:3]=1)(=[O:37])=[O:35], predict the reactants needed to synthesize it. (2) Given the product [Cl:19][C:20]1[CH:25]=[C:24]([S:26][CH2:48][C:49](=[O:50])[N:51]([CH3:53])[CH3:52])[CH:23]=[CH:22][C:21]=1[NH:37][C:38](=[O:46])[C@:39]([OH:45])([CH3:44])[C:40]([F:41])([F:42])[F:43], predict the reactants needed to synthesize it. The reactants are: [F-].C([N+](CCCC)(CCCC)CCCC)CCC.[Cl:19][C:20]1[CH:25]=[C:24]([S:26][Si](C(C)C)(C(C)C)C(C)C)[CH:23]=[CH:22][C:21]=1[NH:37][C:38](=[O:46])[C@:39]([OH:45])([CH3:44])[C:40]([F:43])([F:42])[F:41].Cl[CH2:48][C:49]([N:51]([CH3:53])[CH3:52])=[O:50].C(OCC)(=O)C. (3) Given the product [Cl:11][C:12]1[CH:13]=[C:14]([S:19][CH:2]([C:6](=[O:8])[CH3:7])[C:3](=[O:5])[CH3:4])[CH:15]=[C:16]([Cl:18])[CH:17]=1, predict the reactants needed to synthesize it. The reactants are: Cl[CH:2]([C:6](=[O:8])[CH3:7])[C:3](=[O:5])[CH3:4].[I-].[Na+].[Cl:11][C:12]1[CH:13]=[C:14]([SH:19])[CH:15]=[C:16]([Cl:18])[CH:17]=1.C(=O)([O-])[O-].[K+].[K+]. (4) Given the product [Br:12][CH2:9][C:8]([C:5]1[CH:6]=[CH:7][C:2]([Br:1])=[CH:3][C:4]=1[F:11])=[O:10], predict the reactants needed to synthesize it. The reactants are: [Br:1][C:2]1[CH:7]=[CH:6][C:5]([C:8](=[O:10])[CH3:9])=[C:4]([F:11])[CH:3]=1.[Br:12]Br. (5) Given the product [CH3:1][O:2][C:3]1[CH:4]=[C:5]2[C:9](=[CH:10][CH:11]=1)[C:8]1([N:16]3[CH:17]=[N:18][CH:19]=[C:15]3[CH2:14][CH2:13][CH2:12]1)[CH2:7][C:6]2=[O:20], predict the reactants needed to synthesize it. The reactants are: [CH3:1][O:2][C:3]1[CH:4]=[C:5]2[C:9](=[CH:10][CH:11]=1)[C:8]1([N:16]3[CH:17]=[N:18][CH:19]=[C:15]3[CH2:14][CH2:13][CH2:12]1)[CH2:7][CH2:6]2.[OH:20]I1(=O)C2C=CC=CC=2C(=O)O1. (6) Given the product [Cl:1][C:2]1[CH:3]=[C:4]2[C:8](=[CH:9][CH:10]=1)[NH:7][C:6](=[O:11])[C:5]12[C:23]2[NH:22][C:21]3[C:16](=[CH:17][C:18]([OH:24])=[CH:19][CH:20]=3)[C:15]=2[CH2:14][CH:13]([CH3:26])[NH:12]1, predict the reactants needed to synthesize it. The reactants are: [Cl:1][C:2]1[CH:3]=[C:4]2[C:8](=[CH:9][CH:10]=1)[NH:7][C:6](=[O:11])[C:5]12[C:23]2[NH:22][C:21]3[C:16](=[CH:17][C:18]([O:24]C)=[CH:19][CH:20]=3)[C:15]=2[CH2:14][CH:13]([CH3:26])[NH:12]1.B(Cl)(Cl)Cl.